Dataset: Full USPTO retrosynthesis dataset with 1.9M reactions from patents (1976-2016). Task: Predict the reactants needed to synthesize the given product. (1) Given the product [ClH:38].[NH2:11][CH2:12][C:13](=[O:37])[CH2:14][CH2:15][C:16]([O:18][CH2:19][CH2:20][CH2:21][CH2:22][CH2:23][CH2:24][CH2:25][CH2:26][C:27]([OH:29])=[O:28])=[O:17], predict the reactants needed to synthesize it. The reactants are: C([NH:11][CH2:12][C:13](=[O:37])[CH2:14][CH2:15][C:16]([O:18][CH2:19][CH2:20][CH2:21][CH2:22][CH2:23][CH2:24][CH2:25][CH2:26][C:27]([O:29]CC1C=CC=CC=1)=[O:28])=[O:17])(OCC1C=CC=CC=1)=O.[ClH:38].[H][H]. (2) The reactants are: [CH3:1][O:2][C:3]1[CH:8]=[CH:7][CH:6]=[CH:5][C:4]=1[C:9]1[NH:10][C:11]2[C:16]([CH:17]=1)=[CH:15][C:14](B1OC(C)(C)C(C)(C)O1)=[CH:13][CH:12]=2.FC(F)(F)S(O[C:33]1[C:38]2([CH2:42][CH2:41][CH2:40][CH2:39]2)[CH2:37][N:36]([C:43]([O:45][C:46]([CH3:49])([CH3:48])[CH3:47])=[O:44])[CH2:35][CH:34]=1)(=O)=O.C(=O)([O-])[O-].[Cs+].[Cs+]. Given the product [CH3:1][O:2][C:3]1[CH:8]=[CH:7][CH:6]=[CH:5][C:4]=1[C:9]1[NH:10][C:11]2[C:16]([CH:17]=1)=[CH:15][C:14]([C:33]1[C:38]3([CH2:42][CH2:41][CH2:40][CH2:39]3)[CH2:37][N:36]([C:43]([O:45][C:46]([CH3:49])([CH3:48])[CH3:47])=[O:44])[CH2:35][CH:34]=1)=[CH:13][CH:12]=2, predict the reactants needed to synthesize it. (3) Given the product [N+:1]([C:4]1[CH:9]=[CH:8][C:7]([C:10]2[NH:19][C:13]3[CH:14]=[N:15][C:16]([NH:18][C:27]([C:22]4[CH:23]=[CH:24][CH:25]=[CH:26][N:21]=4)=[O:28])=[CH:17][C:12]=3[N:11]=2)=[CH:6][CH:5]=1)([O-:3])=[O:2], predict the reactants needed to synthesize it. The reactants are: [N+:1]([C:4]1[CH:9]=[CH:8][C:7]([C:10]2[NH:19][C:13]3[CH:14]=[N:15][C:16]([NH2:18])=[CH:17][C:12]=3[N:11]=2)=[CH:6][CH:5]=1)([O-:3])=[O:2].Cl.[N:21]1[CH:26]=[CH:25][CH:24]=[CH:23][C:22]=1[C:27](Cl)=[O:28].O. (4) Given the product [CH:7]12[O:8][CH:1]1[C:2](=[O:9])[CH2:3][CH2:4][CH2:5][CH2:6]2, predict the reactants needed to synthesize it. The reactants are: [C:1]1(=[O:8])[CH2:7][CH2:6][CH2:5][CH2:4][CH:3]=[CH:2]1.[OH:9]O.[OH-].[Na+]. (5) Given the product [CH2:1]([C:8]1[CH:9]=[N:10][C:11]2[C:16]([C:17]=1[C:18]1[CH:19]=[C:20]([CH:23]=[CH:24][CH:25]=1)[CH2:21][NH:30][C:31]1[CH:40]=[CH:39][CH:38]=[C:37]3[C:32]=1[CH:33]=[CH:34][CH:35]=[C:36]3[CH2:41][C:42]([OH:44])=[O:43])=[CH:15][CH:14]=[CH:13][C:12]=2[C:26]([F:29])([F:28])[F:27])[C:2]1[CH:3]=[CH:4][CH:5]=[CH:6][CH:7]=1, predict the reactants needed to synthesize it. The reactants are: [CH2:1]([C:8]1[CH:9]=[N:10][C:11]2[C:16]([C:17]=1[C:18]1[CH:19]=[C:20]([CH:23]=[CH:24][CH:25]=1)[CH:21]=O)=[CH:15][CH:14]=[CH:13][C:12]=2[C:26]([F:29])([F:28])[F:27])[C:2]1[CH:7]=[CH:6][CH:5]=[CH:4][CH:3]=1.[NH2:30][C:31]1[CH:40]=[CH:39][CH:38]=[C:37]2[C:32]=1[CH:33]=[CH:34][CH:35]=[C:36]2[CH2:41][C:42]([OH:44])=[O:43]. (6) Given the product [F:19][C:20]([F:30])([F:31])[C:21]1[CH:22]=[C:23]([CH:27]=[CH:28][CH:29]=1)[C:24]([N:3]1[CH2:7][CH2:6][CH2:5][C@@H:4]1[CH2:8][O:9][C:10]1[C:11]([C:16]([NH2:18])=[O:17])=[N:12][CH:13]=[CH:14][CH:15]=1)=[O:25], predict the reactants needed to synthesize it. The reactants are: Cl.Cl.[NH:3]1[CH2:7][CH2:6][CH2:5][C@@H:4]1[CH2:8][O:9][C:10]1[C:11]([C:16]([NH2:18])=[O:17])=[N:12][CH:13]=[CH:14][CH:15]=1.[F:19][C:20]([F:31])([F:30])[C:21]1[CH:22]=[C:23]([CH:27]=[CH:28][CH:29]=1)[C:24](O)=[O:25].COC1C=C(OC[C@H]2CCCN2C([C@H]2CC[C@H](C(F)(F)F)CC2)=O)C(C(O)=O)=NC=1. (7) The reactants are: C([O:8][C:9]1[C:10]([NH:23][C:24]2[S:25][CH:26]=[C:27]([CH3:29])[N:28]=2)=[N:11][CH:12]=[C:13]([S:15][CH2:16][C:17]2[CH:22]=[CH:21][CH:20]=[CH:19][N:18]=2)[CH:14]=1)C1C=CC=CC=1.[ClH:30].NCCS.Cl. Given the product [ClH:30].[ClH:30].[CH3:29][C:27]1[N:28]=[C:24]([NH:23][C:10]2[C:9]([OH:8])=[CH:14][C:13]([S:15][CH2:16][C:17]3[CH:22]=[CH:21][CH:20]=[CH:19][N:18]=3)=[CH:12][N:11]=2)[S:25][CH:26]=1, predict the reactants needed to synthesize it. (8) The reactants are: [F:1][C:2]1[CH:7]=[CH:6][C:5]([F:8])=[CH:4][C:3]=1[CH2:9][C:10]([N:12]1[C:20]2[C:15](=[CH:16][C:17]([C:21]3[C:25]4[C:26]([NH2:31])=[N:27][CH:28]=[C:29](I)[C:24]=4[O:23][CH:22]=3)=[CH:18][CH:19]=2)[CH2:14][CH2:13]1)=[O:11].C([N:39]1[CH:43]=[C:42](B2OC(C)(C)C(C)(C)O2)[CH:41]=[N:40]1)(OC(C)(C)C)=O.C(=O)(O)[O-].[Na+].CO. Given the product [F:1][C:2]1[CH:7]=[CH:6][C:5]([F:8])=[CH:4][C:3]=1[CH2:9][C:10]([N:12]1[C:20]2[C:15](=[CH:16][C:17]([C:21]3[C:25]4[C:26]([NH2:31])=[N:27][CH:28]=[C:29]([C:42]5[CH:43]=[N:39][NH:40][CH:41]=5)[C:24]=4[O:23][CH:22]=3)=[CH:18][CH:19]=2)[CH2:14][CH2:13]1)=[O:11], predict the reactants needed to synthesize it. (9) Given the product [CH:1]1([C:5](=[O:7])[CH2:10][C:11](=[O:12])[CH3:13])[CH2:2][CH2:3][CH2:4]1, predict the reactants needed to synthesize it. The reactants are: [CH:1]1([C:5]([O:7]CC)=O)[CH2:4][CH2:3][CH2:2]1.[CH3:10][C:11]([CH3:13])=[O:12]. (10) Given the product [NH2:1][C:4]1[C:14]([N:15]2[CH:19]=[CH:18][CH:17]=[CH:16]2)=[CH:13][CH:12]=[CH:11][C:5]=1[C:6]([O:8][CH2:9][CH3:10])=[O:7], predict the reactants needed to synthesize it. The reactants are: [N+:1]([C:4]1[C:14]([N:15]2[CH:19]=[CH:18][CH:17]=[CH:16]2)=[CH:13][CH:12]=[CH:11][C:5]=1[C:6]([O:8][CH2:9][CH3:10])=[O:7])([O-])=O.